Dataset: Forward reaction prediction with 1.9M reactions from USPTO patents (1976-2016). Task: Predict the product of the given reaction. (1) Given the reactants [Cl:1][C:2]1[CH:8]=[CH:7][C:5]([NH2:6])=[CH:4][CH:3]=1.[C:9]([O:15][CH2:16][CH3:17])(=[O:14])[CH2:10][C:11]([CH3:13])=O.C(O)(=O)C, predict the reaction product. The product is: [Cl:1][C:2]1[CH:8]=[CH:7][C:5]([NH:6][C:11]([CH3:13])=[CH:10][C:9]([O:15][CH2:16][CH3:17])=[O:14])=[CH:4][CH:3]=1. (2) The product is: [N:24]1[C:25]2[C:30](=[CH:29][CH:28]=[CH:27][CH:26]=2)[CH:31]=[CH:32][C:23]=1[NH:22][C:18]([C:13]1[CH:12]=[C:11]2[C:16]([CH:17]=[C:9]([C:3]3[C:4]([CH3:8])=[CH:5][CH:6]=[CH:1][C:2]=3[CH3:7])[NH:10]2)=[CH:15][CH:14]=1)=[O:20]. Given the reactants [CH3:1][C:2]1[CH:7]=[CH:6][CH:5]=[C:4]([CH3:8])[C:3]=1[C:9]1[NH:10][C:11]2[C:16]([CH:17]=1)=[CH:15][CH:14]=[C:13]([C:18]([O:20]C)=O)[CH:12]=2.[NH2:22][C:23]1[CH:32]=[CH:31][C:30]2[C:25](=[CH:26][CH:27]=[CH:28][CH:29]=2)[N:24]=1, predict the reaction product.